Dataset: Catalyst prediction with 721,799 reactions and 888 catalyst types from USPTO. Task: Predict which catalyst facilitates the given reaction. (1) Reactant: [N+:1]([C:4]1[CH:9]=[CH:8][C:7]([S:10](Cl)(=[O:12])=[O:11])=[CH:6][CH:5]=1)([O-:3])=[O:2].N1C=CC=CC=1.C1COCC1.[CH3:25][C:26]1([CH3:32])[CH2:31][CH2:30][NH:29][CH2:28][CH2:27]1. Product: [CH3:25][C:26]1([CH3:32])[CH2:31][CH2:30][N:29]([S:10]([C:7]2[CH:8]=[CH:9][C:4]([N+:1]([O-:3])=[O:2])=[CH:5][CH:6]=2)(=[O:12])=[O:11])[CH2:28][CH2:27]1. The catalyst class is: 25. (2) Reactant: [CH3:1][O:2][C:3](=[O:37])[C@@H:4]([NH:14][C:15]([C:17]1[C:18]([CH3:36])=[N:19][C:20]([NH:24][CH:25]2[CH2:34][CH2:33][C:32]3[C:27](=[C:28]([OH:35])[CH:29]=[CH:30][CH:31]=3)[CH2:26]2)=[N:21][C:22]=1[CH3:23])=[O:16])[CH2:5][NH:6]C(OC(C)(C)C)=O.[ClH:38]. Product: [ClH:38].[CH3:1][O:2][C:3](=[O:37])[C@@H:4]([NH:14][C:15]([C:17]1[C:18]([CH3:36])=[N:19][C:20]([NH:24][CH:25]2[CH2:34][CH2:33][C:32]3[C:27](=[C:28]([OH:35])[CH:29]=[CH:30][CH:31]=3)[CH2:26]2)=[N:21][C:22]=1[CH3:23])=[O:16])[CH2:5][NH2:6]. The catalyst class is: 5. (3) Reactant: [CH:1]([C:3]1[CH:16]=[CH:15][C:6]([O:7][CH2:8][CH2:9][CH2:10][CH2:11][C:12]([OH:14])=[O:13])=[CH:5][CH:4]=1)=O.[C:17]1([CH:24]=[CH:23][CH:22]=[C:20]([OH:21])[CH:19]=1)[OH:18].C(N1[C:36]2[C:31](=[CH:32][CH:33]=[C:34]([OH:37])[CH:35]=2)C(C)=CC1(C)C)C.C(C1C=CC(OCC(O)=O)=CC=1)=O. The catalyst class is: 5. Product: [OH:18][C:17]1[CH:24]=[CH:23][C:22]2[C:1]([C:3]3[CH:16]=[CH:15][C:6]([O:7][CH2:8][CH2:9][CH2:10][CH2:11][C:12]([OH:14])=[O:13])=[CH:5][CH:4]=3)=[C:31]3[C:36]([O:21][C:20]=2[CH:19]=1)=[CH:35][C:34](=[O:37])[CH:33]=[CH:32]3. (4) Reactant: I[C:2]1[CH:3]=[C:4]2[C:9](=[CH:10][CH:11]=1)[N:8]1[C:12]([C:15]3[CH:20]=[CH:19][CH:18]=[CH:17][N:16]=3)=[N:13][N:14]=[C:7]1[CH:6]=[CH:5]2.[CH2:21]([CH:23]([CH2:31][CH2:32][CH2:33][CH3:34])[CH2:24][O:25][C:26](=[O:30])[CH2:27][CH2:28][SH:29])[CH3:22].CCN(C(C)C)C(C)C.C1(P(C2C=CC=CC=2)C2C3OC4C(=CC=CC=4P(C4C=CC=CC=4)C4C=CC=CC=4)C(C)(C)C=3C=CC=2)C=CC=CC=1. Product: [CH2:21]([CH:23]([CH2:31][CH2:32][CH2:33][CH3:34])[CH2:24][O:25][C:26](=[O:30])[CH2:27][CH2:28][S:29][C:2]1[CH:3]=[C:4]2[C:9](=[CH:10][CH:11]=1)[N:8]1[C:12]([C:15]3[CH:20]=[CH:19][CH:18]=[CH:17][N:16]=3)=[N:13][N:14]=[C:7]1[CH:6]=[CH:5]2)[CH3:22]. The catalyst class is: 62.